This data is from Full USPTO retrosynthesis dataset with 1.9M reactions from patents (1976-2016). The task is: Predict the reactants needed to synthesize the given product. (1) The reactants are: [CH3:1][C:2]1[CH:7]=[CH:6][N:5]2[CH:8]=[C:9]([CH2:11][C@@H:12]3[CH2:17][CH2:16][CH2:15][CH2:14][N:13]3C(OC(C)(C)C)=O)[N:10]=[C:4]2[C:3]=1[CH3:25].C(O)(C(F)(F)F)=O. Given the product [CH3:1][C:2]1[CH:7]=[CH:6][N:5]2[CH:8]=[C:9]([CH2:11][C@@H:12]3[CH2:17][CH2:16][CH2:15][CH2:14][NH:13]3)[N:10]=[C:4]2[C:3]=1[CH3:25], predict the reactants needed to synthesize it. (2) Given the product [CH3:28][C:29]1[NH:30][CH:31]=[C:32]([CH3:36])[C:33]=1[C:34]1[NH:1][C:2]2[CH:3]=[C:4]([C:5](=[O:6])[C:7]3[CH:12]=[CH:11][CH:10]=[CH:9][CH:8]=3)[CH:13]=[CH:14][C:15]=2[N:16]=1, predict the reactants needed to synthesize it. The reactants are: [NH2:1][C:2]1[CH:3]=[C:4]([CH:13]=[CH:14][C:15]=1[NH2:16])[C:5]([C:7]1[CH:12]=[CH:11][CH:10]=[CH:9][CH:8]=1)=[O:6].S([O-])(O)=O.[Na+].CN(C)C(=O)C.[CH3:28][C:29]1[NH:30][CH:31]=[C:32]([CH3:36])[C:33]=1[CH:34]=O. (3) Given the product [CH3:24][N:23]([CH3:25])[CH:22]([C:4]1[C:5]2[C:10](=[CH:9][CH:8]=[CH:7][CH:6]=2)[N:2]([CH3:1])[CH:3]=1)[C:21]1[CH:26]=[CH:27][CH:28]=[C:19]([O:12][C:13]2[CH:18]=[CH:17][CH:16]=[CH:15][CH:14]=2)[CH:20]=1, predict the reactants needed to synthesize it. The reactants are: [CH3:1][N:2]1[C:10]2[C:5](=[CH:6][CH:7]=[CH:8][CH:9]=2)[CH:4]=[CH:3]1.[Cl-].[O:12]([C:19]1[CH:20]=[C:21]([CH:26]=[CH:27][CH:28]=1)[CH:22]=[N+:23]([CH3:25])[CH3:24])[C:13]1[CH:18]=[CH:17][CH:16]=[CH:15][CH:14]=1.O(C1C=C(C=CC=1)C=O)C1C=CC=CC=1.CNC. (4) Given the product [C:3]([N:7]1[C:11]2=[N:12][CH:13]=[C:14]([S:16][C:17]3[CH:22]=[C:21]([F:23])[CH:20]=[C:19]([F:24])[CH:18]=3)[CH:15]=[C:10]2[C:9]([NH:25][C:27]([NH:26][C:29]2[CH:30]=[CH:31][C:32]([N:35]3[CH2:36][CH2:37][N:38]([CH3:41])[CH2:39][CH2:40]3)=[CH:33][CH:34]=2)=[O:28])=[N:8]1)([CH3:6])([CH3:4])[CH3:5], predict the reactants needed to synthesize it. The reactants are: [H-].[Na+].[C:3]([N:7]1[C:11]2=[N:12][CH:13]=[C:14]([S:16][C:17]3[CH:22]=[C:21]([F:23])[CH:20]=[C:19]([F:24])[CH:18]=3)[CH:15]=[C:10]2[C:9]([NH2:25])=[N:8]1)([CH3:6])([CH3:5])[CH3:4].[N:26]([C:29]1[CH:34]=[CH:33][C:32]([N:35]2[CH2:40][CH2:39][N:38]([CH3:41])[CH2:37][CH2:36]2)=[CH:31][CH:30]=1)=[C:27]=[O:28].O. (5) Given the product [Cl:1][C:2]1[CH:3]=[C:4]([C:16]2[C:25]3[C:24]([F:26])=[CH:23][C:22]([OH:27])=[C:21]([F:28])[C:20]=3[C:19]3[C:29]([CH3:36])=[N:30][NH:31][C:18]=3[N:17]=2)[CH:5]=[CH:6][C:7]=1[OH:8], predict the reactants needed to synthesize it. The reactants are: [Cl:1][C:2]1[CH:3]=[C:4]([C:16]2[C:25]3[C:24]([F:26])=[CH:23][C:22]([OH:27])=[C:21]([F:28])[C:20]=3[C:19]3[C:29]([CH3:36])=[N:30][N:31](C(C)(C)C)[C:18]=3[N:17]=2)[CH:5]=[CH:6][C:7]=1[O:8]CC1C=CC=CC=1. (6) Given the product [Cl:21][CH2:2][C:3]1[CH:12]=[CH:11][C:10]2[C:5](=[CH:6][C:7]([O:17][CH3:18])=[C:8]([O:15][CH3:16])[C:9]=2[O:13][CH3:14])[CH:4]=1, predict the reactants needed to synthesize it. The reactants are: O[CH2:2][C:3]1[CH:12]=[CH:11][C:10]2[C:5](=[CH:6][C:7]([O:17][CH3:18])=[C:8]([O:15][CH3:16])[C:9]=2[O:13][CH3:14])[CH:4]=1.S(Cl)([Cl:21])=O.C(=O)([O-])O.[Na+]. (7) The reactants are: Cl[C:2]1[CH:7]=[CH:6][C:5]([C:8]2[CH:13]=[CH:12][C:11]([C:14]([F:17])([F:16])[F:15])=[CH:10][CH:9]=2)=[CH:4][N:3]=1.[CH:18]([N:21]1[CH2:26][CH2:25][NH:24][CH2:23][CH2:22]1)([CH3:20])[CH3:19]. Given the product [CH:18]([N:21]1[CH2:26][CH2:25][N:24]([C:2]2[CH:7]=[CH:6][C:5]([C:8]3[CH:13]=[CH:12][C:11]([C:14]([F:17])([F:16])[F:15])=[CH:10][CH:9]=3)=[CH:4][N:3]=2)[CH2:23][CH2:22]1)([CH3:20])[CH3:19], predict the reactants needed to synthesize it. (8) Given the product [F:1][C:2]1[CH:3]=[CH:4][C:5]([C:8]2[N:12]([CH3:13])[N:11]=[CH:10][C:9]=2/[CH:14]=[CH:15]/[C:16]([NH:18][C:19]2[CH:35]=[CH:34][C:22]([CH2:23][C:24]3[S:25][CH:26]=[C:27]([C:29]([OH:31])=[O:30])[N:28]=3)=[CH:21][CH:20]=2)=[O:17])=[CH:6][CH:7]=1, predict the reactants needed to synthesize it. The reactants are: [F:1][C:2]1[CH:7]=[CH:6][C:5]([C:8]2[N:12]([CH3:13])[N:11]=[CH:10][C:9]=2/[CH:14]=[CH:15]/[C:16]([NH:18][C:19]2[CH:35]=[CH:34][C:22]([CH2:23][C:24]3[S:25][CH:26]=[C:27]([C:29]([O:31]CC)=[O:30])[N:28]=3)=[CH:21][CH:20]=2)=[O:17])=[CH:4][CH:3]=1.[OH-].[Na+].O1CCCC1.Cl. (9) The reactants are: [Cl:1][C:2]1[N:7]=[N:6][C:5]([NH:8][NH:9][C:10](=O)[CH2:11][O:12][C:13]2[C:22]3[C:17](=[CH:18][C:19]([O:23][CH3:24])=[CH:20][CH:21]=3)[N:16]=[CH:15][CH:14]=2)=[CH:4][CH:3]=1.C1(P(C2C=CC=CC=2)C2C=CC=CC=2)C=CC=CC=1.C[Si](N=[N+]=[N-])(C)C.CCOC(/N=N/C(OCC)=O)=O. Given the product [Cl:1][C:2]1[CH:3]=[CH:4][C:5]2[N:6]([C:10]([CH2:11][O:12][C:13]3[C:22]4[C:17](=[CH:18][C:19]([O:23][CH3:24])=[CH:20][CH:21]=4)[N:16]=[CH:15][CH:14]=3)=[N:9][N:8]=2)[N:7]=1, predict the reactants needed to synthesize it. (10) The reactants are: [CH3:1][N:2]1[CH2:7][CH2:6][N:5]([CH2:8][CH2:9][CH2:10][O:11][C:12]2[CH:17]=[CH:16][C:15]([N+:18]([O-])=O)=[CH:14][CH:13]=2)[CH2:4][CH2:3]1.C(O)C. Given the product [CH3:1][N:2]1[CH2:3][CH2:4][N:5]([CH2:8][CH2:9][CH2:10][O:11][C:12]2[CH:13]=[CH:14][C:15]([NH2:18])=[CH:16][CH:17]=2)[CH2:6][CH2:7]1, predict the reactants needed to synthesize it.